Dataset: Drug-target binding data from BindingDB using Ki measurements. Task: Regression. Given a target protein amino acid sequence and a drug SMILES string, predict the binding affinity score between them. We predict pKi (pKi = -log10(Ki in M); higher means stronger inhibition). Dataset: bindingdb_ki. (1) The compound is CC(C)(C)NC(=O)[C@@H]1C[C@@H]2CCCC[C@@H]2CN1C[C@@H](O)[C@H](Cc1ccccc1)NC(=O)[C@H](CC(N)=O)NC(=O)c1ccc2ccccc2n1. The target protein sequence is PQVTLWKRPLVTIKIGGQLKEALLDTGADDTVLEEMSLPGRWKPKMIGGIGGFIKVRQYDQILIEICGHKAIGTVLVGPTPVNVIGRNLLTQIGCTLNF. The pKi is 8.7. (2) The small molecule is COc1ccc2c3c1OC1C(O[Si](C)(C)C)C=CC4C(C2)N(C)CCC341. The target is MLLARMKPQVQPELGGADQ. The pKi is 5.0. (3) The compound is CSCC[C@H](NC(=O)[C@H](CCC(N)=O)NC(=O)[C@H](CCCCN)NC(=O)[C@H](CCCN=C(N)N)NC(=O)[C@H](CC(C)C)NC(=O)[C@H](CCCCN)NC(=O)C(NC(=O)[C@H](Cc1ccc(O)cc1)NC(=O)[C@H](CC(N)=O)NC(=O)[C@H](CCC(=O)O)NC(=O)[C@@H](NC(=O)[C@H](Cc1ccccc1)NC(=O)[C@@H](NC(=O)[C@H](C)NC(=O)[C@H](CC(=O)O)NC(=O)[C@H](CO)NC(=O)[C@H](Cc1cnc[nH]1)NC(C)=O)C(C)C)[C@@H](C)O)[C@@H](C)O)C(=O)N[C@@H](C)C(=O)N[C@@H](C)C(=O)N[C@@H](CCCCN)C(=O)N[C@@H](CCCCN)C(=O)N[C@@H](Cc1ccc(O)cc1)C(=O)N[C@@H](CC(C)C)C(=O)N[C@@H](CC(N)=O)C(=O)N[C@@H](CC(=O)O)C(=O)N[C@@H](CC(C)C)C(=O)N[C@@H](CCCCN)C(=O)N[C@@H](CCCCN)C(=O)NCC(=O)NCC(=O)N[C@H](C(N)=O)C(C)O. The pKi is 7.8. The target protein (P41587) has sequence MRTLLPPALLTCWLLAPVNSIHPECRFHLEIQEEETKCAELLRSQTEKHKACSGVWDNITCWRPANVGETVTVPCPKVFSNFYSKAGNISKNCTSDGWSETFPDFVDACGYSDPEDESKITFYILVKAIYTLGYSVSLMSLATGSIILCLFRKLHCTRNYIHLNLFLSFILRAISVLVKDDVLYSSSGTLHCPDQPSSWVGCKLSLVFLQYCIMANFFWLLVEGLYLHTLLVAMLPPRRCFLAYLLIGWGLPTVCIGAWTAARLYLEDTGCWDTNDHSVPWWVIRIPILISIIVNFVLFISIIRILLQKLTSPDVGGNDQSQYKRLAKSTLLLIPLFGVHYMVFAVFPISISSKYQILFELCLGSFQGLVVAVLYCFLNSEVQCELKRKWRSRCPTPSASRDYRVCGSSFSRNGSEGALQFHRGSRAQSFLQTETSVI.